This data is from Full USPTO retrosynthesis dataset with 1.9M reactions from patents (1976-2016). The task is: Predict the reactants needed to synthesize the given product. (1) Given the product [CH3:30][C:12]1([CH3:13])[CH2:11][CH:10]([N:16]2[CH2:20][CH2:19][C@@H:18]([NH:21][C:22](=[O:28])[O:23][C:24]([CH3:25])([CH3:27])[CH3:26])[CH2:17]2)[CH2:9][CH2:14][O:15]1, predict the reactants needed to synthesize it. The reactants are: ClC1C=CC(C2[C:9]([CH:14]=[O:15])=[CH:10][CH:11]=[CH:12][CH:13]=2)=CC=1.[NH:16]1[CH2:20][CH2:19][C@@H:18]([NH:21][C:22](=[O:28])[O:23][C:24]([CH3:27])([CH3:26])[CH3:25])[CH2:17]1.N1(C(OC(C)(C)C)=O)CCNC[CH2:30]1. (2) The reactants are: Cl[CH2:2][C@H:3]1[O:8][C:7]([CH3:10])([CH3:9])[O:6][C@@H:5]([CH2:11][C:12]([O:14][C:15]([CH3:24])([CH3:23])[CH2:16][C:17]2[CH:22]=[CH:21][CH:20]=[CH:19][CH:18]=2)=[O:13])[CH2:4]1.[S:25]1[C:29]2[CH:30]=[CH:31][CH:32]=[CH:33][C:28]=2[N:27]=[C:26]1[S-:34].[Na+]. Given the product [S:25]1[C:29]2[CH:30]=[CH:31][CH:32]=[CH:33][C:28]=2[N:27]=[C:26]1[S:34][CH2:2][C@H:3]1[O:8][C:7]([CH3:10])([CH3:9])[O:6][C@@H:5]([CH2:11][C:12]([O:14][C:15]([CH3:24])([CH3:23])[CH2:16][C:17]2[CH:22]=[CH:21][CH:20]=[CH:19][CH:18]=2)=[O:13])[CH2:4]1, predict the reactants needed to synthesize it. (3) Given the product [Cl:8][C:9]1[CH:28]=[CH:27][C:12]2[O:13][C:14]3[CH:26]=[CH:25][CH:24]=[CH:23][C:15]=3[C@@H:16]3[C@H:21]([NH:22][C:6]([NH:5][CH2:1][CH:2]([CH3:4])[CH3:3])=[S:7])[CH2:20][CH2:19][CH2:18][N:17]3[C:11]=2[CH:10]=1, predict the reactants needed to synthesize it. The reactants are: [CH2:1]([N:5]=[C:6]=[S:7])[CH:2]([CH3:4])[CH3:3].[Cl:8][C:9]1[CH:28]=[CH:27][C:12]2[O:13][C:14]3[CH:26]=[CH:25][CH:24]=[CH:23][C:15]=3[C@@H:16]3[C@H:21]([NH2:22])[CH2:20][CH2:19][CH2:18][N:17]3[C:11]=2[CH:10]=1. (4) Given the product [C:1]([O:5][C:6](=[O:26])[C:7]1[CH:12]=[CH:11][C:10]([CH2:13][N:14]2[CH:23]=[CH:22][C:21]3[C:16](=[CH:17][C:18]([C:42]#[C:41][CH2:40][C:34]4[CH:39]=[CH:38][CH:37]=[CH:36][CH:35]=4)=[CH:19][CH:20]=3)[C:15]2=[O:25])=[CH:9][CH:8]=1)([CH3:4])([CH3:3])[CH3:2], predict the reactants needed to synthesize it. The reactants are: [C:1]([O:5][C:6](=[O:26])[C:7]1[CH:12]=[CH:11][C:10]([CH2:13][N:14]2[CH:23]=[CH:22][C:21]3[C:16](=[CH:17][C:18](Br)=[CH:19][CH:20]=3)[C:15]2=[O:25])=[CH:9][CH:8]=1)([CH3:4])([CH3:3])[CH3:2].C(N(CC)CC)C.[C:34]1([CH2:40][C:41]#[CH:42])[CH:39]=[CH:38][CH:37]=[CH:36][CH:35]=1. (5) Given the product [N:9]1[CH:10]=[CH:11][CH:12]=[C:7]([C:16]([C:18]2[S:22][CH:21]=[N:20][CH:19]=2)=[O:17])[CH:8]=1, predict the reactants needed to synthesize it. The reactants are: [Li]CCCC.Br[C:7]1[CH:8]=[N:9][CH:10]=[CH:11][CH:12]=1.CON(C)[C:16]([C:18]1[S:22][CH:21]=[N:20][CH:19]=1)=[O:17].